Dataset: Catalyst prediction with 721,799 reactions and 888 catalyst types from USPTO. Task: Predict which catalyst facilitates the given reaction. (1) Reactant: C(N1CC[C@@H](O)[C@H]1C(O)=O)(OC(C)(C)C)=O.CC(C)([O-])C.[K+].Cl[C:24]1[C:33]2[C:28](=[CH:29][C:30](OC)=[CH:31][CH:32]=2)[CH:27]=[CH:26][N:25]=1. Product: [CH:24]1[C:33]2[C:28](=[CH:29][CH:30]=[CH:31][CH:32]=2)[CH:27]=[CH:26][N:25]=1. The catalyst class is: 16. (2) Reactant: [Cl:1][C:2]1[CH:9]=[C:6]([CH:7]=[O:8])[C:5]([OH:10])=[CH:4][CH:3]=1.[CH:11]1(OS(C)(=O)=O)[CH2:16][CH2:15][CH2:14][CH2:13][CH2:12]1.C(=O)([O-])[O-].[K+].[K+]. Product: [Cl:1][C:2]1[CH:3]=[CH:4][C:5]([O:10][CH:11]2[CH2:16][CH2:15][CH2:14][CH2:13][CH2:12]2)=[C:6]([CH:9]=1)[CH:7]=[O:8]. The catalyst class is: 9. (3) Reactant: [C:1]([N@@:4]1[CH2:6][CH:5]1[C:7]([O:9][CH3:10])=[O:8])(=[O:3])[CH3:2].[CH2:11]([OH:14])[C:12]#[CH:13].B(F)(F)F.CCOCC. Product: [C:1]([NH:4][C@H:5]([CH2:6][O:14][CH2:11][C:12]#[CH:13])[C:7]([O:9][CH3:10])=[O:8])(=[O:3])[CH3:2]. The catalyst class is: 2. (4) Reactant: [CH:1]1[N:5]=[CH:4][N:3]([CH2:6][C:7]([P:13]([OH:16])([OH:15])=[O:14])([P:9]([OH:12])([OH:11])=[O:10])[OH:8])[CH:2]=1.[OH-:17].[Na+:18].O. Product: [CH:1]1[N:5]=[CH:4][N:3]([CH2:6][C:7]([P:9]([O-:12])([OH:11])=[O:10])([P:13]([O-:15])([OH:16])=[O:14])[OH:8])[CH:2]=1.[OH2:17].[OH2:8].[OH2:8].[OH2:8].[Na+:18].[Na+:18]. The catalyst class is: 5.